This data is from NCI-60 drug combinations with 297,098 pairs across 59 cell lines. The task is: Regression. Given two drug SMILES strings and cell line genomic features, predict the synergy score measuring deviation from expected non-interaction effect. (1) Drug 1: CC1C(C(CC(O1)OC2CC(CC3=C2C(=C4C(=C3O)C(=O)C5=C(C4=O)C(=CC=C5)OC)O)(C(=O)C)O)N)O.Cl. Drug 2: CC1C(C(CC(O1)OC2CC(CC3=C2C(=C4C(=C3O)C(=O)C5=CC=CC=C5C4=O)O)(C(=O)C)O)N)O. Cell line: NCI/ADR-RES. Synergy scores: CSS=12.5, Synergy_ZIP=-6.23, Synergy_Bliss=-0.429, Synergy_Loewe=-6.04, Synergy_HSA=-0.841. (2) Drug 1: CCCS(=O)(=O)NC1=C(C(=C(C=C1)F)C(=O)C2=CNC3=C2C=C(C=N3)C4=CC=C(C=C4)Cl)F. Drug 2: C1=CC(=C2C(=C1NCCNCCO)C(=O)C3=C(C=CC(=C3C2=O)O)O)NCCNCCO. Cell line: SF-268. Synergy scores: CSS=48.1, Synergy_ZIP=7.08, Synergy_Bliss=7.13, Synergy_Loewe=-25.5, Synergy_HSA=5.33. (3) Drug 1: C1CCC(C1)C(CC#N)N2C=C(C=N2)C3=C4C=CNC4=NC=N3. Drug 2: C1C(C(OC1N2C=NC3=C(N=C(N=C32)Cl)N)CO)O. Cell line: HCC-2998. Synergy scores: CSS=11.3, Synergy_ZIP=4.72, Synergy_Bliss=6.38, Synergy_Loewe=-8.22, Synergy_HSA=2.06. (4) Synergy scores: CSS=12.2, Synergy_ZIP=-9.29, Synergy_Bliss=-13.2, Synergy_Loewe=-21.1, Synergy_HSA=-11.4. Drug 1: CCC1=CC2CC(C3=C(CN(C2)C1)C4=CC=CC=C4N3)(C5=C(C=C6C(=C5)C78CCN9C7C(C=CC9)(C(C(C8N6C)(C(=O)OC)O)OC(=O)C)CC)OC)C(=O)OC.C(C(C(=O)O)O)(C(=O)O)O. Cell line: OVCAR-8. Drug 2: C1=NC2=C(N1)C(=S)N=CN2. (5) Drug 1: C1=NC2=C(N=C(N=C2N1C3C(C(C(O3)CO)O)F)Cl)N. Drug 2: C(CCl)NC(=O)N(CCCl)N=O. Cell line: CAKI-1. Synergy scores: CSS=6.62, Synergy_ZIP=-5.03, Synergy_Bliss=1.02, Synergy_Loewe=-15.3, Synergy_HSA=-0.839. (6) Drug 1: C1CN1P(=S)(N2CC2)N3CC3. Drug 2: CC(C)(C#N)C1=CC(=CC(=C1)CN2C=NC=N2)C(C)(C)C#N. Cell line: MALME-3M. Synergy scores: CSS=0.469, Synergy_ZIP=0.113, Synergy_Bliss=2.06, Synergy_Loewe=2.10, Synergy_HSA=1.21. (7) Drug 1: C1C(C(OC1N2C=NC3=C2NC=NCC3O)CO)O. Drug 2: COCCOC1=C(C=C2C(=C1)C(=NC=N2)NC3=CC=CC(=C3)C#C)OCCOC.Cl. Cell line: SW-620. Synergy scores: CSS=3.59, Synergy_ZIP=-1.47, Synergy_Bliss=-2.68, Synergy_Loewe=0.119, Synergy_HSA=-4.54. (8) Drug 1: C1=C(C(=O)NC(=O)N1)F. Drug 2: N.N.Cl[Pt+2]Cl. Synergy scores: CSS=18.8, Synergy_ZIP=-2.42, Synergy_Bliss=-6.53, Synergy_Loewe=-9.73, Synergy_HSA=-6.41. Cell line: 786-0.